Task: Predict which catalyst facilitates the given reaction.. Dataset: Catalyst prediction with 721,799 reactions and 888 catalyst types from USPTO (1) Reactant: [C:1]([O:7][C@@H:8]1[C@@H:13]([O:14][C:15](=[O:20])[C:16]([CH3:19])([CH3:18])[CH3:17])[C@H:12]([O:21][C:22](=[O:27])[C:23]([CH3:26])([CH3:25])[CH3:24])[C@@H:11]([CH2:28][O:29][C:30](=[O:35])[C:31]([CH3:34])([CH3:33])[CH3:32])[O:10][C@H:9]1[O:36][C:37]1[C:45]2[C:40](=[N:41][CH:42]=[CH:43][C:44]=2[CH2:46][CH2:47][C:48]2[CH:53]=[CH:52][C:51]([O:54][C:55](=[O:60])[C:56]([CH3:59])([CH3:58])[CH3:57])=[CH:50][CH:49]=2)[NH:39][N:38]=1)(=[O:6])[C:2]([CH3:5])([CH3:4])[CH3:3].[CH3:61][N:62]([CH3:66])[CH2:63][CH2:64]O.C1(P(C2C=CC=CC=2)C2C=CC=CC=2)C=CC=CC=1.N(C(OCC)=O)=NC(OCC)=O. Product: [CH3:61][N:62]([CH3:66])[CH2:63][CH2:64][N:39]1[C:40]2=[N:41][CH:42]=[CH:43][C:44]([CH2:46][CH2:47][C:48]3[CH:49]=[CH:50][C:51]([O:54][C:55](=[O:60])[C:56]([CH3:59])([CH3:58])[CH3:57])=[CH:52][CH:53]=3)=[C:45]2[C:37]([O:36][C@@H:9]2[O:10][C@H:11]([CH2:28][O:29][C:30](=[O:35])[C:31]([CH3:33])([CH3:34])[CH3:32])[C@@H:12]([O:21][C:22](=[O:27])[C:23]([CH3:26])([CH3:25])[CH3:24])[C@H:13]([O:14][C:15](=[O:20])[C:16]([CH3:17])([CH3:19])[CH3:18])[C@H:8]2[O:7][C:1](=[O:6])[C:2]([CH3:3])([CH3:4])[CH3:5])=[N:38]1. The catalyst class is: 7. (2) Reactant: Cl[C:2](Cl)([O:4]C(=O)OC(Cl)(Cl)Cl)Cl.[CH:13]([N:16]1[C:20]2[N:21]=[C:22]([C:31]3[CH:37]=[CH:36][C:34]([NH2:35])=[CH:33][CH:32]=3)[N:23]=[C:24]([N:25]3[CH2:30][CH2:29][O:28][CH2:27][CH2:26]3)[C:19]=2[N:18]=[N:17]1)(C)[CH3:14].CCN(CC)CC.[CH3:45][N:46]1[CH2:51][CH2:50][N:49]([C:52]2[CH:58]=[CH:57][C:55]([NH2:56])=[CH:54][CH:53]=2)[CH2:48][CH2:47]1. Product: [CH2:13]([N:16]1[C:20]2[N:21]=[C:22]([C:31]3[CH:32]=[CH:33][C:34]([NH:35][C:2]([NH:56][C:55]4[CH:57]=[CH:58][C:52]([N:49]5[CH2:48][CH2:47][N:46]([CH3:45])[CH2:51][CH2:50]5)=[CH:53][CH:54]=4)=[O:4])=[CH:36][CH:37]=3)[N:23]=[C:24]([N:25]3[CH2:26][CH2:27][O:28][CH2:29][CH2:30]3)[C:19]=2[N:18]=[N:17]1)[CH3:14]. The catalyst class is: 2. (3) Reactant: CCN(CC)CC.[CH3:8][C:9](OC(C)=O)=[O:10].[NH2:15][C:16]1[CH:21]=[CH:20][C:19]([C:22]2[N:23]=[C:24]3[C:30]4[CH:31]=[CH:32][CH:33]=[CH:34][C:29]=4[NH:28][C:27]4[N:35]=[CH:36][CH:37]=[CH:38][C:26]=4[N:25]3[C:39]=2[C:40]2[CH:45]=[CH:44][C:43]([C:46]3([NH:50][C:51](=[O:57])[O:52][C:53]([CH3:56])([CH3:55])[CH3:54])[CH2:49][CH2:48][CH2:47]3)=[CH:42][CH:41]=2)=[CH:18][CH:17]=1. Product: [C:9]([NH:15][C:16]1[CH:17]=[CH:18][C:19]([C:22]2[N:23]=[C:24]3[C:30]4[CH:31]=[CH:32][CH:33]=[CH:34][C:29]=4[NH:28][C:27]4[N:35]=[CH:36][CH:37]=[CH:38][C:26]=4[N:25]3[C:39]=2[C:40]2[CH:45]=[CH:44][C:43]([C:46]3([NH:50][C:51](=[O:57])[O:52][C:53]([CH3:54])([CH3:56])[CH3:55])[CH2:47][CH2:48][CH2:49]3)=[CH:42][CH:41]=2)=[CH:20][CH:21]=1)(=[O:10])[CH3:8]. The catalyst class is: 2. (4) Reactant: Cl[CH2:2][C:3]1[O:11][C:10]2[C:9]([C:12]3[CH:17]=[CH:16][N:15]=[C:14]([NH:18][C:19](=[O:21])[CH3:20])[CH:13]=3)=[CH:8][N:7]([CH3:22])[C:6](=[O:23])[C:5]=2[CH:4]=1.C(=O)([O-])[O-].[K+].[K+].[CH3:30][N:31]1[CH2:36][CH2:35][NH:34][CH2:33][C:32]1=[O:37]. Product: [CH3:22][N:7]1[CH:8]=[C:9]([C:12]2[CH:17]=[CH:16][N:15]=[C:14]([NH:18][C:19](=[O:21])[CH3:20])[CH:13]=2)[C:10]2[O:11][C:3]([CH2:2][N:34]3[CH2:35][CH2:36][N:31]([CH3:30])[C:32](=[O:37])[CH2:33]3)=[CH:4][C:5]=2[C:6]1=[O:23]. The catalyst class is: 18.